Dataset: Forward reaction prediction with 1.9M reactions from USPTO patents (1976-2016). Task: Predict the product of the given reaction. (1) Given the reactants [C:1]1([S:7]([N:10]2[C:18]3[CH:17]=[C:16]([Sn](C)(C)C)[CH:15]=[C:14]([NH2:23])[C:13]=3[CH:12]=[N:11]2)(=[O:9])=[O:8])[CH:6]=[CH:5][CH:4]=[CH:3][CH:2]=1.Br[C:25]1[CH:26]=[C:27]2[CH:33]=[N:32][N:31]([S:34]([C:37]3[CH:42]=[CH:41][C:40]([CH3:43])=[CH:39][CH:38]=3)(=[O:36])=[O:35])[C:28]2=[N:29][CH:30]=1, predict the reaction product. The product is: [CH3:43][C:40]1[CH:41]=[CH:42][C:37]([S:34]([N:31]2[C:28]3=[N:29][CH:30]=[C:25]([C:16]4[CH:15]=[C:14]([NH2:23])[C:13]5[CH:12]=[N:11][N:10]([S:7]([C:1]6[CH:6]=[CH:5][CH:4]=[CH:3][CH:2]=6)(=[O:9])=[O:8])[C:18]=5[CH:17]=4)[CH:26]=[C:27]3[CH:33]=[N:32]2)(=[O:36])=[O:35])=[CH:38][CH:39]=1. (2) Given the reactants [Cl:1][C:2]1[CH:7]=[CH:6][C:5]([C:8]2[CH:9]=[C:10]([NH2:20])[CH:11]=[N:12][C:13]=2[O:14][CH2:15][C:16]([F:19])([F:18])[F:17])=[CH:4][CH:3]=1.[C:21](O)(=[O:26])[CH2:22][CH2:23][CH2:24][CH3:25].CN1CCOCC1.CN(C(ON1N=NC2C=CC=CC1=2)=[N+](C)C)C.F[P-](F)(F)(F)(F)F, predict the reaction product. The product is: [Cl:1][C:2]1[CH:3]=[CH:4][C:5]([C:8]2[CH:9]=[C:10]([NH:20][C:21](=[O:26])[CH2:22][CH2:23][CH2:24][CH3:25])[CH:11]=[N:12][C:13]=2[O:14][CH2:15][C:16]([F:17])([F:18])[F:19])=[CH:6][CH:7]=1. (3) Given the reactants Br[C:2]1[CH:9]=[C:8](Br)[CH:7]=[C:4]([CH:5]=[O:6])[C:3]=1[OH:11].[C:12]1(B(O)O)[CH:17]=[CH:16][CH:15]=[CH:14][CH:13]=1.C([O-])([O-])=O.[K+].[K+], predict the reaction product. The product is: [C:12]1([C:2]2[CH:9]=[C:8]([C:2]3[CH:9]=[CH:8][CH:7]=[CH:4][CH:3]=3)[CH:7]=[C:4]([CH:5]=[O:6])[C:3]=2[OH:11])[CH:17]=[CH:16][CH:15]=[CH:14][CH:13]=1. (4) Given the reactants [NH2:1][C:2]1[CH:3]=[N:4][N:5]([CH3:21])[C:6]=1[N:7]1[CH2:12][CH2:11][N:10]([C:13]([O:15][C:16]([CH3:19])([CH3:18])[CH3:17])=[O:14])[CH:9]([CH3:20])[CH2:8]1.[C:22]([O:26][C:27]([NH:29][C:30]1[S:34][C:33]([C:35]2[C:40]([F:41])=[CH:39][CH:38]=[CH:37][C:36]=2[F:42])=[N:32][C:31]=1[C:43](O)=[O:44])=[O:28])([CH3:25])([CH3:24])[CH3:23].CN(C(ON1N=NC2C=CC=NC1=2)=[N+](C)C)C.F[P-](F)(F)(F)(F)F.O, predict the reaction product. The product is: [C:22]([O:26][C:27]([NH:29][C:30]1[S:34][C:33]([C:35]2[C:40]([F:41])=[CH:39][CH:38]=[CH:37][C:36]=2[F:42])=[N:32][C:31]=1[C:43]([NH:1][C:2]1[CH:3]=[N:4][N:5]([CH3:21])[C:6]=1[N:7]1[CH2:12][CH2:11][N:10]([C:13]([O:15][C:16]([CH3:17])([CH3:19])[CH3:18])=[O:14])[CH:9]([CH3:20])[CH2:8]1)=[O:44])=[O:28])([CH3:25])([CH3:23])[CH3:24]. (5) Given the reactants [C:1](Cl)(=[O:3])[CH3:2].CC(N(C)C)=O.[NH2:11][C:12]1[CH:17]=[CH:16][C:15]([NH:18][C:19]([N:21]2[CH2:26][CH2:25][N:24]([C:27]3[CH:32]=[CH:31][C:30]([NH:33][C:34]([NH:36][C:37]4[CH:42]=[C:41]([CH3:43])[CH:40]=[CH:39][C:38]=4[O:44][CH3:45])=[O:35])=[CH:29][CH:28]=3)[CH2:23][CH2:22]2)=[O:20])=[C:14]([Cl:46])[CH:13]=1, predict the reaction product. The product is: [C:1]([NH:11][C:12]1[CH:17]=[CH:16][C:15]([NH:18][C:19]([N:21]2[CH2:22][CH2:23][N:24]([C:27]3[CH:28]=[CH:29][C:30]([NH:33][C:34]([NH:36][C:37]4[CH:42]=[C:41]([CH3:43])[CH:40]=[CH:39][C:38]=4[O:44][CH3:45])=[O:35])=[CH:31][CH:32]=3)[CH2:25][CH2:26]2)=[O:20])=[C:14]([Cl:46])[CH:13]=1)(=[O:3])[CH3:2]. (6) Given the reactants [NH2:1][C:2]1[CH:3]=[CH:4][C:5]([F:20])=[C:6]([C@:8]2([CH3:19])[C:13]([F:15])([F:14])[C:12]([CH3:17])([CH3:16])[O:11][C:10]([NH2:18])=[N:9]2)[CH:7]=1.[CH:21]1([CH2:24][O:25][C:26]2[CH:34]=[CH:33][C:29]([C:30](O)=[O:31])=[CH:28][N:27]=2)[CH2:23][CH2:22]1, predict the reaction product. The product is: [NH2:18][C:10]1[O:11][C:12]([CH3:16])([CH3:17])[C:13]([F:14])([F:15])[C@:8]([C:6]2[CH:7]=[C:2]([NH:1][C:30](=[O:31])[C:29]3[CH:33]=[CH:34][C:26]([O:25][CH2:24][CH:21]4[CH2:22][CH2:23]4)=[N:27][CH:28]=3)[CH:3]=[CH:4][C:5]=2[F:20])([CH3:19])[N:9]=1. (7) The product is: [CH3:19][C:20]1[CH:25]=[CH:24][CH:23]=[CH:22][C:21]=1[CH2:26][O:1][C:2]1[CH:3]=[C:4]([CH2:8][NH:9][C:10](=[O:18])[C:11]2[CH:16]=[CH:15][CH:14]=[N:13][C:12]=2[NH2:17])[CH:5]=[CH:6][CH:7]=1. Given the reactants [OH:1][C:2]1[CH:3]=[C:4]([CH2:8][NH:9][C:10](=[O:18])[C:11]2[CH:16]=[CH:15][CH:14]=[N:13][C:12]=2[NH2:17])[CH:5]=[CH:6][CH:7]=1.[CH3:19][C:20]1[CH:25]=[CH:24][CH:23]=[CH:22][C:21]=1[CH2:26]Br.C(=O)([O-])[O-].[Cs+].[Cs+].CN(C=O)C, predict the reaction product. (8) Given the reactants [Br:1][C:2]1[N:7]=[C:6]([C:8](=O)[CH3:9])[CH:5]=[CH:4][CH:3]=1.[CH:11]([C:14]1[CH:20]=[CH:19][CH:18]=[C:17]([CH:21]([CH3:23])[CH3:22])[C:15]=1[NH2:16])([CH3:13])[CH3:12].CC1C=CC(S(O)(=O)=O)=CC=1.[Cl-].[Cl-].[Ca+2], predict the reaction product. The product is: [Br:1][C:2]1[N:7]=[C:6]([C:8](=[N:16][C:15]2[C:17]([CH:21]([CH3:22])[CH3:23])=[CH:18][CH:19]=[CH:20][C:14]=2[CH:11]([CH3:13])[CH3:12])[CH3:9])[CH:5]=[CH:4][CH:3]=1. (9) Given the reactants FC(F)(F)S(O[C:7]1[C:16]2[C:11](=[CH:12][CH:13]=[C:14]([O:17][CH3:18])[N:15]=2)[N:10]=[CH:9][CH:8]=1)(=O)=O.C([O-])([O-])=O.[K+].[K+].CO[CH2:29][CH2:30]OC, predict the reaction product. The product is: [CH:29]([C:7]1[CH:8]=[CH:9][N:10]=[C:11]2[C:16]=1[N:15]=[C:14]([O:17][CH3:18])[CH:13]=[CH:12]2)=[CH2:30]. (10) Given the reactants [Cl-].C1([P+](C2C=CC=CC=2)(C2C=CC=CC=2)[CH2:9][C:10]2[CH:11]=[N:12][CH:13]=[CH:14][CH:15]=2)C=CC=CC=1.[O:28]=[C:29]1[C:38]2[C:33](=[CH:34][CH:35]=[CH:36][CH:37]=2)[C:32]([CH:39]=O)=[CH:31][NH:30]1.O, predict the reaction product. The product is: [N:12]1[CH:13]=[CH:14][CH:15]=[C:10]([CH:9]=[CH:39][C:32]2[C:33]3[C:38](=[CH:37][CH:36]=[CH:35][CH:34]=3)[C:29](=[O:28])[NH:30][CH:31]=2)[CH:11]=1.